From a dataset of NCI-60 drug combinations with 297,098 pairs across 59 cell lines. Regression. Given two drug SMILES strings and cell line genomic features, predict the synergy score measuring deviation from expected non-interaction effect. (1) Drug 1: CN(C)N=NC1=C(NC=N1)C(=O)N. Drug 2: C1=NC2=C(N1)C(=S)N=CN2. Cell line: OVCAR-8. Synergy scores: CSS=-4.94, Synergy_ZIP=-9.36, Synergy_Bliss=-22.5, Synergy_Loewe=-49.2, Synergy_HSA=-24.3. (2) Drug 1: C1CCN(CC1)CCOC2=CC=C(C=C2)C(=O)C3=C(SC4=C3C=CC(=C4)O)C5=CC=C(C=C5)O. Drug 2: CC1C(C(CC(O1)OC2CC(OC(C2O)C)OC3=CC4=CC5=C(C(=O)C(C(C5)C(C(=O)C(C(C)O)O)OC)OC6CC(C(C(O6)C)O)OC7CC(C(C(O7)C)O)OC8CC(C(C(O8)C)O)(C)O)C(=C4C(=C3C)O)O)O)O. Cell line: CCRF-CEM. Synergy scores: CSS=28.8, Synergy_ZIP=15.7, Synergy_Bliss=15.3, Synergy_Loewe=1.81, Synergy_HSA=12.2.